This data is from Cav3 T-type calcium channel HTS with 100,875 compounds. The task is: Binary Classification. Given a drug SMILES string, predict its activity (active/inactive) in a high-throughput screening assay against a specified biological target. (1) The drug is OC(=O)C(Cc1ccc(OCCC)cc1)(CC(O)=O)C(O)=O. The result is 0 (inactive). (2) The compound is O=C1C(/CCCc2c1cccc2)=C/c1c(cccc1)C. The result is 0 (inactive). (3) The compound is O(C(=O)CN1c2c(C(=O)C1=O)cccc2C)CC. The result is 0 (inactive). (4) The compound is Fc1cc(NC(=O)Cc2nn(c(=O)c3c2cccc3)C)ccc1C. The result is 0 (inactive). (5) The compound is S(=O)(=O)(N1C(CCCC1)C(=O)Nc1cc2OCOc2cc1)c1ccccc1. The result is 0 (inactive).